Dataset: Full USPTO retrosynthesis dataset with 1.9M reactions from patents (1976-2016). Task: Predict the reactants needed to synthesize the given product. Given the product [OH:1][C:2]1[CH:11]=[CH:10][C:9]2[C:4](=[CH:5][CH:6]=[C:7]([C:12]3[CH:17]=[CH:16][CH:15]=[C:14]([OH:18])[CH:13]=3)[CH:8]=2)[C:3]=1[C:19]1[CH:20]=[C:21]([CH:25]=[CH:26][CH:27]=1)[C:22]([NH:32][C:33]1[S:34][CH:35]=[CH:36][N:37]=1)=[O:23], predict the reactants needed to synthesize it. The reactants are: [OH:1][C:2]1[CH:11]=[CH:10][C:9]2[C:4](=[CH:5][CH:6]=[C:7]([C:12]3[CH:17]=[CH:16][CH:15]=[C:14]([OH:18])[CH:13]=3)[CH:8]=2)[C:3]=1[C:19]1[CH:20]=[C:21]([CH:25]=[CH:26][CH:27]=1)[C:22](O)=[O:23].S(Cl)(Cl)=O.[NH2:32][C:33]1[S:34][CH:35]=[CH:36][N:37]=1.